From a dataset of Full USPTO retrosynthesis dataset with 1.9M reactions from patents (1976-2016). Predict the reactants needed to synthesize the given product. (1) Given the product [CH3:1][O:2][C:3]1[CH:8]=[C:7]([N+:9]([O-:11])=[O:10])[CH:6]=[CH:5][C:4]=1[O:12][CH2:16][CH2:17][OH:13], predict the reactants needed to synthesize it. The reactants are: [CH3:1][O:2][C:3]1[CH:8]=[C:7]([N+:9]([O-:11])=[O:10])[CH:6]=[CH:5][C:4]=1[OH:12].[O:13]1[CH2:17][CH2:16]OC1=O. (2) Given the product [F:14][C:15]1[CH:16]=[C:17]2[C:21](=[CH:22][CH:23]=1)[NH:20][C:19]([C:24]([NH:1][C@H:2]1[CH2:6][CH2:5][NH:4][CH2:3]1)=[O:25])=[CH:18]2, predict the reactants needed to synthesize it. The reactants are: [NH2:1][C@H:2]1[CH2:6][CH2:5][N:4](C(OC(C)(C)C)=O)[CH2:3]1.[F:14][C:15]1[CH:16]=[C:17]2[C:21](=[CH:22][CH:23]=1)[NH:20][C:19]([C:24](O)=[O:25])=[CH:18]2.N. (3) Given the product [ClH:1].[CH:2]1([O:7][C:8]2[CH:15]=[C:14]([O:16][CH3:17])[CH:13]=[CH:12][C:9]=2[C:10](=[NH:11])[O:20][CH2:18][CH3:19])[CH2:3][CH2:4][CH2:5][CH2:6]1, predict the reactants needed to synthesize it. The reactants are: [ClH:1].[CH:2]1([O:7][C:8]2[CH:15]=[C:14]([O:16][CH3:17])[CH:13]=[CH:12][C:9]=2[C:10]#[N:11])[CH2:6][CH2:5][CH2:4][CH2:3]1.[CH2:18]([OH:20])[CH3:19]. (4) The reactants are: [F:1][C:2]1[CH:3]=[C:4]([CH:14]([CH3:18])[C:15]([OH:17])=O)[CH:5]=[CH:6][C:7]=1[CH2:8][NH:9][S:10]([CH3:13])(=[O:12])=[O:11].[C:19]([C:23]1[N:28]=[C:27]([C:29]2[CH:30]=[C:31]([CH3:35])[CH:32]=[CH:33][CH:34]=2)[C:26]([CH2:36][NH2:37])=[CH:25][CH:24]=1)([CH3:22])([CH3:21])[CH3:20].CN(C)CCCN=C=NCC.ON1C2C=CC=CC=2N=N1.C(N(CC)CC)C. Given the product [C:19]([C:23]1[N:28]=[C:27]([C:29]2[CH:30]=[C:31]([CH3:35])[CH:32]=[CH:33][CH:34]=2)[C:26]([CH2:36][NH:37][C:15](=[O:17])[CH:14]([C:4]2[CH:5]=[CH:6][C:7]([CH2:8][NH:9][S:10]([CH3:13])(=[O:11])=[O:12])=[C:2]([F:1])[CH:3]=2)[CH3:18])=[CH:25][CH:24]=1)([CH3:22])([CH3:20])[CH3:21], predict the reactants needed to synthesize it. (5) Given the product [NH2:14][C:13]1[C:8]([C:6](=[O:7])[C:5]([F:19])=[CH:4][N:3]([CH3:2])[CH3:20])=[N:9][C:10]([O:17][CH3:18])=[CH:11][CH:12]=1, predict the reactants needed to synthesize it. The reactants are: O.[CH3:2][N:3]([CH3:20])[CH:4]=[C:5]([F:19])[C:6]([C:8]1[C:13]([N+:14]([O-])=O)=[CH:12][CH:11]=[C:10]([O:17][CH3:18])[N:9]=1)=[O:7]. (6) Given the product [CH3:21][O:6][C:5](=[O:7])[C@@H:4]([CH:1]1[CH2:3][CH2:2]1)[NH:8][C@@H:9]([C:11]1[CH:16]=[CH:15][CH:14]=[CH:13][CH:12]=1)[CH3:10], predict the reactants needed to synthesize it. The reactants are: [CH:1]1([C@@H:4]([NH:8][C@@H:9]([C:11]2[CH:16]=[CH:15][CH:14]=[CH:13][CH:12]=2)[CH3:10])[C:5]([OH:7])=[O:6])[CH2:3][CH2:2]1.S(Cl)(Cl)=O.[CH3:21]O.